Dataset: Full USPTO retrosynthesis dataset with 1.9M reactions from patents (1976-2016). Task: Predict the reactants needed to synthesize the given product. (1) Given the product [CH2:17]([C:11]1[C:12](=[O:13])[N:6]2[N:5]=[CH:4][C:3]([C:7]#[N:8])=[C:2]2[NH:1][C:9]=1[CH3:10])[CH3:18], predict the reactants needed to synthesize it. The reactants are: [NH2:1][C:2]1[NH:6][N:5]=[CH:4][C:3]=1[C:7]#[N:8].[CH2:9]([CH:11]([C:17](=O)[CH3:18])[C:12](OCC)=[O:13])[CH3:10]. (2) Given the product [CH2:1]([N:3]1[C:7]2[CH:8]=[C:9]([C:12]3[S:30][C:29]([NH2:31])=[N:28][C:13]=3[C:15]3[CH:20]=[CH:19][CH:18]=[C:17]([CH3:21])[N:16]=3)[CH:10]=[CH:11][C:6]=2[N:5]=[CH:4]1)[CH3:2], predict the reactants needed to synthesize it. The reactants are: [CH2:1]([N:3]1[C:7]2[CH:8]=[C:9]([CH2:12][C:13]([C:15]3[CH:20]=[CH:19][CH:18]=[C:17]([CH3:21])[N:16]=3)=O)[CH:10]=[CH:11][C:6]=2[N:5]=[CH:4]1)[CH3:2].[NH+]1C=CC=CC=1.[NH2:28][C:29]([NH2:31])=[S:30]. (3) Given the product [CH3:14][C:7]1[C:8]2[C:9](=[O:10])[O:11][C:12](=[O:17])[NH:3][C:4]=2[S:5][CH:6]=1, predict the reactants needed to synthesize it. The reactants are: [OH-].[K+].[NH2:3][C:4]1[S:5][CH:6]=[C:7]([CH3:14])[C:8]=1[C:9]([O:11][CH2:12]C)=[O:10].ClC(OC(Cl)(Cl)Cl)=[O:17]. (4) Given the product [C:1]([C:5]1[CH:12]=[C:9]([CH:10]=[N:16][C:17]2[CH:22]=[CH:21][CH:20]=[CH:19][C:18]=2[N:23]=[CH:10][C:9]2[C:8](=[C:7]([CH2:14][CH3:15])[CH:6]=[C:5]([C:1]([CH3:3])([CH3:2])[CH3:4])[CH:12]=2)[OH:13])[C:8]([OH:13])=[C:7]([CH2:14][CH3:15])[CH:6]=1)([CH3:4])([CH3:3])[CH3:2], predict the reactants needed to synthesize it. The reactants are: [C:1]([C:5]1[CH:12]=[C:9]([CH:10]=O)[C:8]([OH:13])=[C:7]([CH2:14][CH3:15])[CH:6]=1)([CH3:4])([CH3:3])[CH3:2].[NH2:16][C:17]1[CH:22]=[CH:21][CH:20]=[CH:19][C:18]=1[NH2:23]. (5) Given the product [CH3:17][O:11][C:10](=[O:12])[C:9]1[CH:13]=[CH:14][CH:15]=[C:7]([Br:6])[C:8]=1[CH3:16], predict the reactants needed to synthesize it. The reactants are: S(=O)(=O)(O)O.[Br:6][C:7]1[C:8]([CH3:16])=[C:9]([CH:13]=[CH:14][CH:15]=1)[C:10]([OH:12])=[O:11].[CH3:17]O. (6) Given the product [O:1]1[C:5]2[CH:6]=[CH:7][CH:8]=[CH:9][C:4]=2[CH:3]=[C:2]1[CH:10]([C:33]1[CH:38]=[CH:37][CH:36]=[CH:35][C:34]=1[CH2:39][CH3:40])[NH:11][S:12]([C:15]1[CH:25]=[CH:24][C:18]2[O:19][CH2:20][CH2:21][CH2:22][O:23][C:17]=2[CH:16]=1)(=[O:13])=[O:14], predict the reactants needed to synthesize it. The reactants are: [O:1]1[C:5]2[CH:6]=[CH:7][CH:8]=[CH:9][C:4]=2[CH:3]=[C:2]1[CH:10]=[N:11][S:12]([C:15]1[CH:25]=[CH:24][C:18]2[O:19][CH2:20][CH2:21][CH2:22][O:23][C:17]=2[CH:16]=1)(=[O:14])=[O:13].O1CCCC1.Br[Mg][C:33]1[CH:38]=[CH:37][CH:36]=[CH:35][C:34]=1[CH2:39][CH3:40].